Dataset: Full USPTO retrosynthesis dataset with 1.9M reactions from patents (1976-2016). Task: Predict the reactants needed to synthesize the given product. The reactants are: C([O:4][C:5]1[CH:10]=[CH:9][CH:8]=[C:7]([C:11]2[N:15]=[C:14]([CH3:16])[O:13][N:12]=2)[CH:6]=1)(=O)C. Given the product [CH3:16][C:14]1[O:13][N:12]=[C:11]([C:7]2[CH:6]=[C:5]([OH:4])[CH:10]=[CH:9][CH:8]=2)[N:15]=1, predict the reactants needed to synthesize it.